From a dataset of Catalyst prediction with 721,799 reactions and 888 catalyst types from USPTO. Predict which catalyst facilitates the given reaction. (1) Reactant: [H-].[Al+3].[Li+].[H-].[H-].[H-].[O:7]1[CH2:12][C:11](=O)[NH:10][C:9]2[CH:14]=[CH:15][CH:16]=[CH:17][C:8]1=2. Product: [O:7]1[CH2:12][CH2:11][NH:10][C:9]2[CH:14]=[CH:15][CH:16]=[CH:17][C:8]1=2. The catalyst class is: 1. (2) Reactant: [Cl:1][C:2]1[CH:3]=[C:4]([OH:8])[CH:5]=[N:6][CH:7]=1.O[CH2:10][C@H:11]1[CH2:15][CH2:14][CH2:13][N:12]1[C:16]([O:18][C:19]([CH3:22])([CH3:21])[CH3:20])=[O:17].C1(P(C2C=CC=CC=2)C2C=CC=CC=2)C=CC=CC=1.N(C(OC(C)(C)C)=O)=NC(OC(C)(C)C)=O. Product: [Cl:1][C:2]1[CH:3]=[C:4]([O:8][CH2:10][C@H:11]2[CH2:15][CH2:14][CH2:13][N:12]2[C:16]([O:18][C:19]([CH3:20])([CH3:22])[CH3:21])=[O:17])[CH:5]=[N:6][CH:7]=1. The catalyst class is: 1. (3) Reactant: [CH3:1][C:2]1[CH:26]=[CH:25][CH:24]=[C:23]([CH3:27])[C:3]=1[CH2:4][NH:5][C:6]1[C:7]2[N:8]([C:18]([CH3:22])=[C:19]([CH3:21])[N:20]=2)[CH:9]=[C:10]([C:12](OC(C)C)=[O:13])[CH:11]=1.[CH2:28]([CH2:30][NH2:31])[OH:29].N12CCCN=C1CCCCC2. Product: [CH3:21][C:19]1[N:20]=[C:7]2[C:6]([NH:5][CH2:4][C:3]3[C:23]([CH3:27])=[CH:24][CH:25]=[CH:26][C:2]=3[CH3:1])=[CH:11][C:10]([C:12]([NH:31][CH2:30][CH2:28][OH:29])=[O:13])=[CH:9][N:8]2[C:18]=1[CH3:22]. The catalyst class is: 5. (4) Reactant: [C:1]1([CH3:11])[C:2]([C:7]([O:9][CH3:10])=[O:8])=[CH:3][CH:4]=[CH:5][CH:6]=1.[Br:12]N1C(=O)CCC1=O.C(OOC(=O)C1C=CC=CC=1)(=O)C1C=CC=CC=1. Product: [Br:12][CH2:11][C:1]1[C:2]([C:7]([O:9][CH3:10])=[O:8])=[CH:3][CH:4]=[CH:5][CH:6]=1. The catalyst class is: 53. (5) Reactant: N#N.[NH2:3][C:4]1[C:13]([C:14]2[CH2:15][CH2:16][O:17][CH2:18][CH:19]=2)=[CH:12][C:11]2[C:6](=[CH:7][CH:8]=[C:9]([C:20]3[C:25]([CH3:26])=[CH:24][CH:23]=[CH:22][C:21]=3[C:27]([N:29]3[CH2:33][CH2:32][CH2:31][CH2:30]3)=[O:28])[CH:10]=2)[N:5]=1. Product: [NH2:3][C:4]1[C:13]([CH:14]2[CH2:19][CH2:18][O:17][CH2:16][CH2:15]2)=[CH:12][C:11]2[C:6](=[CH:7][CH:8]=[C:9]([C:20]3[C:25]([CH3:26])=[CH:24][CH:23]=[CH:22][C:21]=3[C:27]([N:29]3[CH2:33][CH2:32][CH2:31][CH2:30]3)=[O:28])[CH:10]=2)[N:5]=1. The catalyst class is: 50. (6) Reactant: [CH2:1]1[O:34][C:33]2[CH:32]=[CH:31][C:5]([CH2:6][N:7]([S:18]([C:21]3[C:26]([CH3:27])=[CH:25][C:24]([O:28][CH3:29])=[CH:23][C:22]=3[CH3:30])(=[O:20])=[O:19])[C@H:8]([CH2:16][NH2:17])[C:9]([O:11][C:12]([CH3:15])([CH3:14])[CH3:13])=[O:10])=[CH:4][C:3]=2[O:2]1.C[Si](C#N)(C)C.[CH3:41][S:42](Cl)(=[O:44])=[O:43].C(OCC)(=O)C. Product: [CH2:1]1[O:34][C:33]2[CH:32]=[CH:31][C:5]([CH2:6][N:7]([S:18]([C:21]3[C:22]([CH3:30])=[CH:23][C:24]([O:28][CH3:29])=[CH:25][C:26]=3[CH3:27])(=[O:20])=[O:19])[C@H:8]([CH2:16][NH:17][S:42]([CH3:41])(=[O:44])=[O:43])[C:9]([O:11][C:12]([CH3:13])([CH3:14])[CH3:15])=[O:10])=[CH:4][C:3]=2[O:2]1. The catalyst class is: 10. (7) Reactant: [CH3:1][O:2][C:3]1[CH:8]=[CH:7][C:6]([C:9]2[S:13][C:12]([C:14]([OH:16])=O)=[C:11]([NH:17][C:18]([NH:20][C:21]3[C:26]([CH3:27])=[CH:25][C:24]([CH3:28])=[CH:23][C:22]=3[CH3:29])=[O:19])[CH:10]=2)=[CH:5][CH:4]=1.CN(C(ON1N=NC2C=CC=NC1=2)=[N+](C)C)C.F[P-](F)(F)(F)(F)F.CCN(C(C)C)C(C)C.[NH2:63][C:64]1([C:68]([O:70][CH3:71])=[O:69])[CH2:67][CH2:66][CH2:65]1. Product: [CH3:1][O:2][C:3]1[CH:4]=[CH:5][C:6]([C:9]2[S:13][C:12]([C:14]([NH:63][C:64]3([C:68]([O:70][CH3:71])=[O:69])[CH2:67][CH2:66][CH2:65]3)=[O:16])=[C:11]([NH:17][C:18]([NH:20][C:21]3[C:26]([CH3:27])=[CH:25][C:24]([CH3:28])=[CH:23][C:22]=3[CH3:29])=[O:19])[CH:10]=2)=[CH:7][CH:8]=1. The catalyst class is: 3. (8) Reactant: [NH2:1][C:2]1[N:3]=[N:4][CH:5]=[CH:6][N:7]=1.[CH3:8][S:9]([O:12]C)(=[O:11])=[O:10].[CH3:14]N(C)C=O. Product: [S:9]([OH:12])(=[O:11])(=[O:10])[CH3:8].[NH2:1][C:2]1[N:3]([CH3:14])[NH:4][CH:5]=[CH:6][N:7]=1. The catalyst class is: 5.